This data is from Full USPTO retrosynthesis dataset with 1.9M reactions from patents (1976-2016). The task is: Predict the reactants needed to synthesize the given product. (1) Given the product [CH:27]([N:6]1[C:5](=[O:7])[C:4]2([CH2:12][CH2:11][CH2:10][N:9]([C:13]([O:15][C:16]([CH3:19])([CH3:18])[CH3:17])=[O:14])[CH2:8]2)[NH:3][C:2]1=[O:1])([CH3:29])[CH3:28], predict the reactants needed to synthesize it. The reactants are: [O:1]=[C:2]1[NH:6][C:5](=[O:7])[C:4]2([CH2:12][CH2:11][CH2:10][N:9]([C:13]([O:15][C:16]([CH3:19])([CH3:18])[CH3:17])=[O:14])[CH2:8]2)[NH:3]1.C(=O)([O-])[O-].[K+].[K+].I[CH:27]([CH3:29])[CH3:28]. (2) Given the product [CH2:33]([O:32][C:30]([NH:1][CH2:2][C:3]1([C:16]([O:18][CH3:19])=[O:17])[CH2:4][CH2:5][N:6]([C:9]([O:11][C:12]([CH3:14])([CH3:15])[CH3:13])=[O:10])[CH2:7][CH2:8]1)=[O:31])[C:34]1[CH:39]=[CH:38][CH:37]=[CH:36][CH:35]=1, predict the reactants needed to synthesize it. The reactants are: [NH2:1][CH2:2][C:3]1([C:16]([O:18][CH3:19])=[O:17])[CH2:8][CH2:7][N:6]([C:9]([O:11][C:12]([CH3:15])([CH3:14])[CH3:13])=[O:10])[CH2:5][CH2:4]1.C(N(CC)C(C)C)(C)C.Cl[C:30]([O:32][CH2:33][C:34]1[CH:39]=[CH:38][CH:37]=[CH:36][CH:35]=1)=[O:31]. (3) Given the product [CH2:1]([N:6]1[C:7]2[N:8]=[CH:9][NH:10][C:11]=2[C:12]2=[N:13][C:14]([C:17]3[CH:22]=[CH:21][CH:20]=[CH:19][CH:18]=3)=[N:15][N:16]2[C:28]1=[O:29])[CH2:2][CH2:3][CH2:4][CH3:5], predict the reactants needed to synthesize it. The reactants are: [CH2:1]([NH:6][C:7]1[N:8]=[CH:9][NH:10][C:11]=1[C:12]1[NH:16][N:15]=[C:14]([C:17]2[CH:22]=[CH:21][CH:20]=[CH:19][CH:18]=2)[N:13]=1)[CH2:2][CH2:3][CH2:4][CH3:5].C1N=CN([C:28](N2C=NC=C2)=[O:29])C=1. (4) The reactants are: Br[CH2:2][C:3]1[CH:8]=[C:7]([O:9][CH3:10])[CH:6]=[C:5]([O:11][CH3:12])[CH:4]=1.[S:13]([O-:16])([O-:15])=[O:14].[Na+:17].[Na+]. Given the product [CH3:12][O:11][C:5]1[CH:4]=[C:3]([CH2:2][S:13]([O-:16])(=[O:15])=[O:14])[CH:8]=[C:7]([O:9][CH3:10])[CH:6]=1.[Na+:17], predict the reactants needed to synthesize it. (5) Given the product [CH2:5]([C:12]1[CH:13]=[C:14]([N:18]2[CH2:22][C@H:21]([O:23][CH3:4])[C@H:20]([OH:24])[CH2:19]2)[CH:15]=[CH:16][CH:17]=1)[C:6]1[CH:7]=[CH:8][CH:9]=[CH:10][CH:11]=1, predict the reactants needed to synthesize it. The reactants are: [H-].[Na+].I[CH3:4].[CH2:5]([C:12]1[CH:13]=[C:14]([N:18]2[CH2:22][C@H:21]([OH:23])[C@H:20]([OH:24])[CH2:19]2)[CH:15]=[CH:16][CH:17]=1)[C:6]1[CH:11]=[CH:10][CH:9]=[CH:8][CH:7]=1. (6) Given the product [F:1][C:2]1[CH:7]=[CH:6][C:5]([NH:8][C:9]2[C:14]([C:15]3[CH:20]=[CH:19][N:18]=[CH:17][N:16]=3)=[CH:13][CH:12]=[CH:11][N:10]=2)=[CH:4][C:3]=1[NH:21][C:27](=[O:28])[C:26]1[CH:30]=[CH:31][CH:32]=[C:24]([C:23]([F:22])([F:33])[F:34])[CH:25]=1, predict the reactants needed to synthesize it. The reactants are: [F:1][C:2]1[CH:7]=[CH:6][C:5]([NH:8][C:9]2[C:14]([C:15]3[CH:20]=[CH:19][N:18]=[CH:17][N:16]=3)=[CH:13][CH:12]=[CH:11][N:10]=2)=[CH:4][C:3]=1[NH2:21].[F:22][C:23]([F:34])([F:33])[C:24]1[CH:25]=[C:26]([CH:30]=[CH:31][CH:32]=1)[C:27](Cl)=[O:28].